From a dataset of Forward reaction prediction with 1.9M reactions from USPTO patents (1976-2016). Predict the product of the given reaction. (1) Given the reactants Br[C:2]1[CH:11]=[CH:10][C:5]([C:6]([O:8][CH3:9])=[O:7])=[CH:4][C:3]=1[CH3:12].[CH3:13][O:14][C:15]1[CH:20]=[C:19]([O:21][CH3:22])[CH:18]=[CH:17][C:16]=1B(O)O.C(=O)([O-])[O-].[K+].[K+].O, predict the reaction product. The product is: [CH3:13][O:14][C:15]1[CH:20]=[C:19]([O:21][CH3:22])[CH:18]=[CH:17][C:16]=1[C:2]1[CH:11]=[CH:10][C:5]([C:6]([O:8][CH3:9])=[O:7])=[CH:4][C:3]=1[CH3:12]. (2) Given the reactants [F:1][C:2]1[CH:9]=[C:8]([OH:10])[CH:7]=[CH:6][C:3]=1[C:4]#[N:5].[C:11]([O:16][CH3:17])(=[O:15])[C@H:12]([CH3:14])O.C1(P(C2C=CC=CC=2)C2C=CC=CC=2)C=CC=CC=1.N(C(OCC)=O)=NC(OCC)=O, predict the reaction product. The product is: [CH3:17][O:16][C:11](=[O:15])[C@H:12]([O:10][C:8]1[CH:7]=[CH:6][C:3]([C:4]#[N:5])=[C:2]([F:1])[CH:9]=1)[CH3:14]. (3) Given the reactants [ClH:1].[F:2][C:3]([F:21])([F:20])[C:4]1[N:9]=[CH:8][C:7]([C:10]2[CH:15]=[C:14]([C:16]([O:18][CH3:19])=[O:17])[CH:13]=[CH:12][N:11]=2)=[CH:6][CH:5]=1, predict the reaction product. The product is: [ClH:1].[F:21][C:3]([F:2])([F:20])[C:4]1[N:9]=[CH:8][C:7]([CH:10]2[CH2:15][CH:14]([C:16]([O:18][CH3:19])=[O:17])[CH2:13][CH2:12][NH:11]2)=[CH:6][CH:5]=1. (4) Given the reactants [NH2:1][C:2]1[CH:3]=[C:4]([CH:9]([CH3:13])[C:10]([OH:12])=O)[CH:5]=[CH:6][C:7]=1[NH2:8].[C:14]([C:18]1[CH:25]=[CH:24][C:21]([CH2:22][NH2:23])=[CH:20][CH:19]=1)([CH3:17])([CH3:16])[CH3:15].C(Cl)CCl.C1C=CC2N(O)N=NC=2C=1.C(N(CC)CC)C, predict the reaction product. The product is: [C:14]([C:18]1[CH:19]=[CH:20][C:21]([CH2:22][NH:23][C:10](=[O:12])[CH:9]([C:4]2[CH:5]=[CH:6][C:7]([NH2:8])=[C:2]([NH2:1])[CH:3]=2)[CH3:13])=[CH:24][CH:25]=1)([CH3:17])([CH3:15])[CH3:16]. (5) The product is: [CH3:1][N:2]1[CH:6]([C:7]([OH:9])=[O:8])[CH2:5][NH:4][C:3]1=[O:11]. Given the reactants [CH3:1][N:2]1[CH:6]([C:7]([O:9]C)=[O:8])[CH2:5][NH:4][C:3]1=[O:11].[OH-].[Li+].Cl, predict the reaction product. (6) Given the reactants [OH:1][CH:2]1[CH2:23][NH:22][CH2:21][CH2:20][C:3]21[C:7](=[O:8])[N:6]([C:9]1[CH:14]=[CH:13][C:12]([CH2:15][C:16]([F:19])([F:18])[F:17])=[CH:11][CH:10]=1)[CH2:5][CH2:4]2.[CH3:24][N:25]1[C:29]([S:30](Cl)(=[O:32])=[O:31])=[CH:28][CH:27]=[N:26]1, predict the reaction product. The product is: [OH:1][CH:2]1[CH2:23][N:22]([S:30]([C:29]2[N:25]([CH3:24])[N:26]=[CH:27][CH:28]=2)(=[O:32])=[O:31])[CH2:21][CH2:20][C:3]21[C:7](=[O:8])[N:6]([C:9]1[CH:14]=[CH:13][C:12]([CH2:15][C:16]([F:19])([F:17])[F:18])=[CH:11][CH:10]=1)[CH2:5][CH2:4]2.